This data is from Peptide-MHC class II binding affinity with 134,281 pairs from IEDB. The task is: Regression. Given a peptide amino acid sequence and an MHC pseudo amino acid sequence, predict their binding affinity value. This is MHC class II binding data. (1) The peptide sequence is NVTENFNMWKNNMVEQMH. The MHC is DRB1_0405 with pseudo-sequence DRB1_0405. The binding affinity (normalized) is 0.582. (2) The peptide sequence is EKDVTDITVKNCVLK. The MHC is DRB1_1101 with pseudo-sequence DRB1_1101. The binding affinity (normalized) is 0.181. (3) The peptide sequence is SSKLNKFISPKSVIG. The MHC is H-2-IAb with pseudo-sequence H-2-IAb. The binding affinity (normalized) is 0.579. (4) The peptide sequence is AYKTAEGATPEAKYD. The MHC is DRB1_1302 with pseudo-sequence DRB1_1302. The binding affinity (normalized) is 0. (5) The peptide sequence is AALPLLFFALAGQRI. The MHC is DRB3_0101 with pseudo-sequence DRB3_0101. The binding affinity (normalized) is 0.821. (6) The peptide sequence is YMKFLANVSTVLTGK. The MHC is DRB3_0202 with pseudo-sequence DRB3_0202. The binding affinity (normalized) is 0.953. (7) The peptide sequence is RDGHEKPMNVQSLGW. The MHC is HLA-DQA10102-DQB10501 with pseudo-sequence HLA-DQA10102-DQB10501. The binding affinity (normalized) is 0.365. (8) The peptide sequence is MLWHAMPPELNTARL. The MHC is DRB1_0901 with pseudo-sequence DRB1_0901. The binding affinity (normalized) is 0.519. (9) The MHC is DRB1_1201 with pseudo-sequence DRB1_1201. The binding affinity (normalized) is 0.357. The peptide sequence is ILNTWLVKPGAGIMI.